This data is from Reaction yield outcomes from USPTO patents with 853,638 reactions. The task is: Predict the reaction yield, written as a fraction of the theoretical maximum amount of product (1.0 means a 100% yield; for example, 0.34 means a 34% yield). The reactants are [OH:1][NH2:2].C([O:5][C:6](=O)[CH2:7][CH2:8][CH2:9][CH2:10][CH2:11][CH2:12][N:13]([C:27]1[CH:32]=[CH:31][CH:30]=[CH:29][N:28]=1)[C:14]1[CH:19]=[C:18]([C:20]2[CH:25]=[CH:24][C:23]([CH3:26])=[CH:22][CH:21]=2)[CH:17]=[CH:16][N:15]=1)C. The catalyst is CN(C=O)C.CO. The product is [OH:1][NH:2][C:6](=[O:5])[CH2:7][CH2:8][CH2:9][CH2:10][CH2:11][CH2:12][N:13]([C:27]1[CH:32]=[CH:31][CH:30]=[CH:29][N:28]=1)[C:14]1[CH:19]=[C:18]([C:20]2[CH:25]=[CH:24][C:23]([CH3:26])=[CH:22][CH:21]=2)[CH:17]=[CH:16][N:15]=1. The yield is 0.380.